Dataset: Full USPTO retrosynthesis dataset with 1.9M reactions from patents (1976-2016). Task: Predict the reactants needed to synthesize the given product. (1) Given the product [I:67][CH:20]([CH2:19][NH:18][C:16](=[S:17])[CH2:15][CH2:1][CH2:2][CH2:3][CH2:4][CH2:5][CH2:6][CH2:7][CH2:8][CH2:9][CH2:10][CH2:11][CH2:12][CH2:13][CH3:14])[CH2:21][O:22][C:23]([C:36]1[CH:41]=[CH:40][CH:39]=[CH:38][CH:37]=1)([C:30]1[CH:35]=[CH:34][CH:33]=[CH:32][CH:31]=1)[C:24]1[CH:29]=[CH:28][CH:27]=[CH:26][CH:25]=1, predict the reactants needed to synthesize it. The reactants are: [CH2:1]([CH2:15][C:16]([NH:18][CH2:19][CH:20](O)[CH2:21][O:22][C:23]([C:36]1[CH:41]=[CH:40][CH:39]=[CH:38][CH:37]=1)([C:30]1[CH:35]=[CH:34][CH:33]=[CH:32][CH:31]=1)[C:24]1[CH:29]=[CH:28][CH:27]=[CH:26][CH:25]=1)=[S:17])[CH2:2][CH2:3][CH2:4][CH2:5][CH2:6][CH2:7][CH2:8][CH2:9][CH2:10][CH2:11][CH2:12][CH2:13][CH3:14].N1C=CN=C1.C1(P(C2C=CC=CC=2)C2C=CC=CC=2)C=CC=CC=1.[I:67]I.S(=O)(O)[O-].[Na+]. (2) Given the product [F:8][C:9]1[CH:10]=[C:11]([S:16][C:17]2[CH:18]=[C:19]3[C:25]([NH:26][C:27](=[O:54])[C:28]4[CH:33]=[CH:32][C:31]([N:34]5[CH2:39][CH2:38][N:37]([CH3:40])[CH2:36][CH2:35]5)=[CH:30][C:29]=4[NH:41][CH:48]4[CH2:49][CH2:50][O:51][CH2:52][CH2:53]4)=[N:24][NH:23][C:20]3=[N:21][CH:22]=2)[CH:12]=[C:13]([F:15])[CH:14]=1, predict the reactants needed to synthesize it. The reactants are: C(N(CC)CC)C.[F:8][C:9]1[CH:10]=[C:11]([S:16][C:17]2[CH:18]=[C:19]3[C:25]([NH:26][C:27](=[O:54])[C:28]4[CH:33]=[CH:32][C:31]([N:34]5[CH2:39][CH2:38][N:37]([CH3:40])[CH2:36][CH2:35]5)=[CH:30][C:29]=4[N:41]([CH:48]4[CH2:53][CH2:52][O:51][CH2:50][CH2:49]4)C(=O)C(F)(F)F)=[N:24][NH:23][C:20]3=[N:21][CH:22]=2)[CH:12]=[C:13]([F:15])[CH:14]=1. (3) Given the product [ClH:35].[NH2:27][C@H:22]1[C:23]2[C:19](=[C:18]([C:15]3[O:14][C:13]([C:5]4[CH:6]=[CH:7][C:8]([O:9][CH:10]([CH3:12])[CH3:11])=[C:3]([CH:4]=4)[C:1]#[N:2])=[N:17][CH:16]=3)[CH:26]=[CH:25][CH:24]=2)[CH2:20][CH2:21]1, predict the reactants needed to synthesize it. The reactants are: [C:1]([C:3]1[CH:4]=[C:5]([C:13]2[O:14][C:15]([C:18]3[CH:26]=[CH:25][CH:24]=[C:23]4[C:19]=3[CH2:20][CH2:21][C@H:22]4[NH:27]C(=O)OC(C)(C)C)=[CH:16][N:17]=2)[CH:6]=[CH:7][C:8]=1[O:9][CH:10]([CH3:12])[CH3:11])#[N:2].[ClH:35].